This data is from Forward reaction prediction with 1.9M reactions from USPTO patents (1976-2016). The task is: Predict the product of the given reaction. Given the reactants C([O:3][C:4]([C:6]1[S:10][C:9]([O:11][C:12]2[CH:17]=[CH:16][CH:15]=[CH:14][CH:13]=2)=[N:8][CH:7]=1)=O)C.[H-].[Al+3].[Li+].[H-].[H-].[H-].O.[OH-].[Na+], predict the reaction product. The product is: [O:11]([C:9]1[S:10][C:6]([CH2:4][OH:3])=[CH:7][N:8]=1)[C:12]1[CH:13]=[CH:14][CH:15]=[CH:16][CH:17]=1.